Dataset: Reaction yield outcomes from USPTO patents with 853,638 reactions. Task: Predict the reaction yield, written as a fraction of the theoretical maximum amount of product (1.0 means a 100% yield; for example, 0.34 means a 34% yield). (1) The reactants are [N:1]1[CH:6]=[CH:5][N:4]=[C:3]2[S:7][C:8]([C:10]([OH:12])=[O:11])=[CH:9][C:2]=12.OS(O)(=O)=O.C([O-])([O-])=O.[Na+].[Na+].[CH2:24](O)[CH3:25]. No catalyst specified. The product is [N:1]1[CH:6]=[CH:5][N:4]=[C:3]2[S:7][C:8]([C:10]([O:12][CH2:24][CH3:25])=[O:11])=[CH:9][C:2]=12. The yield is 0.800. (2) The reactants are [Br:1][C:2]1[CH:3]=[C:4]2[C:9](=[CH:10][CH:11]=1)[CH:8]=[C:7]([OH:12])[CH:6]=[CH:5]2.[CH3:13][CH:14]1[CH2:19][CH2:18][CH2:17][CH2:16][N:15]1[CH2:20][CH2:21]O.C1(P(C2C=CC=CC=2)C2C=CC=CC=2)C=CC=CC=1.N(C(OC(C)C)=O)=NC(OC(C)C)=O. The catalyst is C1COCC1. The product is [Br:1][C:2]1[CH:3]=[C:4]2[C:9](=[CH:10][CH:11]=1)[CH:8]=[C:7]([O:12][CH2:21][CH2:20][N:15]1[CH2:16][CH2:17][CH2:18][CH2:19][CH:14]1[CH3:13])[CH:6]=[CH:5]2. The yield is 0.110. (3) The product is [CH2:20]([O:19][CH2:18][C@H:16]1[CH2:17][C@@H:15]1[C:13]1[CH:14]=[C:9]([OH:8])[CH:10]=[N:11][CH:12]=1)[C:21]1[CH:22]=[CH:23][CH:24]=[CH:25][CH:26]=1. The catalyst is CCOC(C)=O.CO.[Pd]. The reactants are C([O:8][C:9]1[CH:10]=[N:11][CH:12]=[C:13]([C@H:15]2[CH2:17][C@@H:16]2[CH2:18][O:19][CH2:20][C:21]2[CH:26]=[CH:25][CH:24]=[CH:23][CH:22]=2)[CH:14]=1)C1C=CC=CC=1. The yield is 0.840. (4) The reactants are B([O-])[O-].Br[C:5]1[CH:10]=[CH:9][C:8]([C@@H:11]2[C@@H:13]([C:14]3[CH:19]=[CH:18][CH:17]=[CH:16][CH:15]=3)[C@H:12]2[C:20]([O:22][CH3:23])=[O:21])=[CH:7][CH:6]=1.Cl[C:25]1[N:30]=[CH:29][C:28]([F:31])=[CH:27][N:26]=1. No catalyst specified. The product is [F:31][C:28]1[CH:27]=[N:26][C:25]([C:5]2[CH:10]=[CH:9][C:8]([C@@H:11]3[C@@H:13]([C:14]4[CH:19]=[CH:18][CH:17]=[CH:16][CH:15]=4)[C@H:12]3[C:20]([O:22][CH3:23])=[O:21])=[CH:7][CH:6]=2)=[N:30][CH:29]=1. The yield is 1.00. (5) The reactants are [CH:1]1([C@@H:4]([C:18]2[CH:23]=[CH:22][CH:21]=[CH:20][CH:19]=2)[NH:5][C:6]([C:8]2[CH:9]=[C:10]3[C:14](=[CH:15][CH:16]=2)[NH:13][N:12]=[C:11]3I)=[O:7])[CH2:3][CH2:2]1.[CH3:24][N:25]1[CH2:30][CH2:29][CH:28]([O:31][C:32]2[CH:37]=[CH:36][C:35](B3OC(C)(C)C(C)(C)O3)=[CH:34][CH:33]=2)[CH2:27][CH2:26]1.C([O-])([O-])=O.[Na+].[Na+]. The catalyst is C1(C)C=CC=CC=1.CCO. The product is [CH:1]1([C@@H:4]([C:18]2[CH:23]=[CH:22][CH:21]=[CH:20][CH:19]=2)[NH:5][C:6]([C:8]2[CH:9]=[C:10]3[C:14](=[CH:15][CH:16]=2)[NH:13][N:12]=[C:11]3[C:35]2[CH:36]=[CH:37][C:32]([O:31][CH:28]3[CH2:27][CH2:26][N:25]([CH3:24])[CH2:30][CH2:29]3)=[CH:33][CH:34]=2)=[O:7])[CH2:3][CH2:2]1. The yield is 0.0700. (6) The reactants are [C:1]1([CH2:7][C:8]([N:10]2[CH2:15][CH2:14][CH:13]([CH2:16][N:17]3[C:25]4[C:20](=[N:21][C:22]([C:26]5[CH:27]=[N:28][N:29](C6CCCCO6)[CH:30]=5)=[CH:23][CH:24]=4)[CH:19]=[CH:18]3)[CH2:12][CH2:11]2)=[O:9])[CH:6]=[CH:5][CH:4]=[CH:3][CH:2]=1.C1(C)C=CC(S(O)(=O)=O)=CC=1.CO.ClCCl. The catalyst is CO. The yield is 0.800. The product is [NH:28]1[CH:27]=[C:26]([C:22]2[N:21]=[C:20]3[CH:19]=[CH:18][N:17]([CH2:16][CH:13]4[CH2:14][CH2:15][N:10]([C:8](=[O:9])[CH2:7][C:1]5[CH:2]=[CH:3][CH:4]=[CH:5][CH:6]=5)[CH2:11][CH2:12]4)[C:25]3=[CH:24][CH:23]=2)[CH:30]=[N:29]1.